This data is from Forward reaction prediction with 1.9M reactions from USPTO patents (1976-2016). The task is: Predict the product of the given reaction. (1) Given the reactants C([O:5][C:6](=[O:43])[CH2:7][CH2:8][C@H:9]([NH:13][C:14]([C:16]1[CH:20]=[C:19]([O:21][CH2:22][C:23]([N:25]2[CH2:29][CH2:28][CH2:27][C@H:26]2[C:30](=[O:36])[NH:31][CH:32]2[CH2:35][CH2:34][CH2:33]2)=[O:24])[N:18]([C:37]2[CH:42]=[CH:41][CH:40]=[CH:39][CH:38]=2)[N:17]=1)=[O:15])[C:10]([OH:12])=O)(C)(C)C.CCN(C(C)C)C(C)C.CN(C(ON1N=NC2C=CC=NC1=2)=[N+](C)C)C.F[P-](F)(F)(F)(F)F.[CH2:77]([O:81][C:82]([N:84]1[CH2:88][CH2:87][CH:86]([NH2:89])[CH2:85]1)=[O:83])[CH2:78][CH2:79][CH3:80], predict the reaction product. The product is: [CH2:77]([O:81][C:82]([N:84]1[CH2:88][CH2:87][CH:86]([NH:89][C:10](=[O:12])[C@@H:9]([NH:13][C:14]([C:16]2[CH:20]=[C:19]([O:21][CH2:22][C:23]([N:25]3[CH2:29][CH2:28][CH2:27][C@H:26]3[C:30](=[O:36])[NH:31][CH:32]3[CH2:33][CH2:34][CH2:35]3)=[O:24])[N:18]([C:37]3[CH:42]=[CH:41][CH:40]=[CH:39][CH:38]=3)[N:17]=2)=[O:15])[CH2:8][CH2:7][C:6]([OH:5])=[O:43])[CH2:85]1)=[O:83])[CH2:78][CH2:79][CH3:80]. (2) Given the reactants [ClH:1].[N+:2]([C:5]1[CH:12]=[CH:11][C:8]([CH2:9][NH2:10])=[CH:7][CH:6]=1)([O-:4])=[O:3].C(N(C(C)C)CC)(C)C.[NH:22](C(OC(C)(C)C)=O)[CH2:23][C:24]([O:26]N1C(=O)CCC1=O)=[O:25], predict the reaction product. The product is: [NH2:22][CH2:23][CH:24]([OH:26])=[O:25].[ClH:1].[N+:2]([C:5]1[CH:6]=[CH:7][C:8]([CH2:9][NH-:10])=[CH:11][CH:12]=1)([O-:4])=[O:3]. (3) Given the reactants S(=O)(=O)(O)O.[CH:6]1[CH:11]=[C:10]2[C:12]([C:14]3[C:19]([NH:20][C:9]2=[CH:8][CH:7]=1)=[CH:18][C:17]1[C:21]([C:23]2[C:28]([NH:29][C:16]=1[CH:15]=3)=[CH:27][CH:26]=[CH:25][CH:24]=2)=[O:22])=[O:13].C[C:25]1[CH:26]=[CH:27][C:28]2[NH:29][C:16]3[C:17]([C:21](=[O:22])[C:23]=2[CH:24]=1)=[CH:18][C:19]1[NH:20][C:9]2[CH:8]=[CH:7][C:6](C)=[CH:11][C:10]=2[C:12](=[O:13])[C:14]=1[CH:15]=3, predict the reaction product. The product is: [CH:25]1[CH:24]=[C:23]2[C:21]([C:17]3[C:16]([NH:29][C:28]2=[CH:27][CH:26]=1)=[CH:15][C:14]1[C:12]([C:10]2[C:9]([NH:20][C:19]=1[CH:18]=3)=[CH:8][CH:7]=[CH:6][CH:11]=2)=[O:13])=[O:22].